Dataset: Forward reaction prediction with 1.9M reactions from USPTO patents (1976-2016). Task: Predict the product of the given reaction. (1) Given the reactants [C:1]([C:5]1[CH:6]=[C:7]([NH2:25])[N:8]([C:10]2[CH:15]=[C:14]([Cl:16])[CH:13]=[C:12]([O:17][Si:18]([C:21]([CH3:24])([CH3:23])[CH3:22])([CH3:20])[CH3:19])[CH:11]=2)[N:9]=1)([CH3:4])([CH3:3])[CH3:2].[OH-].[Na+].Cl[C:29]([O:31][CH2:32][C:33]([Cl:36])([Cl:35])[Cl:34])=[O:30], predict the reaction product. The product is: [Cl:34][C:33]([Cl:36])([Cl:35])[CH2:32][O:31][C:29](=[O:30])[NH:25][C:7]1[N:8]([C:10]2[CH:15]=[C:14]([Cl:16])[CH:13]=[C:12]([O:17][Si:18]([C:21]([CH3:24])([CH3:23])[CH3:22])([CH3:19])[CH3:20])[CH:11]=2)[N:9]=[C:5]([C:1]([CH3:4])([CH3:2])[CH3:3])[CH:6]=1. (2) The product is: [N:12]1[CH:13]=[CH:14][CH:15]=[C:10]([C:8]([NH:7][CH2:6][CH2:5][CH2:4][C:3]([OH:16])=[O:2])=[O:9])[CH:11]=1. Given the reactants C[O:2][C:3](=[O:16])[CH2:4][CH2:5][CH2:6][NH:7][C:8]([C:10]1[CH:11]=[N:12][CH:13]=[CH:14][CH:15]=1)=[O:9].[Li+].[OH-].C(Cl)(Cl)Cl, predict the reaction product. (3) Given the reactants [F:1][C:2]1[CH:3]=[C:4]([C:10]2[CH:17]=[CH:16][C:13]([CH:14]=[O:15])=[CH:12][CH:11]=2)[CH:5]=[C:6]([F:9])[C:7]=1[F:8].O.[BH4-].[Na+].Cl, predict the reaction product. The product is: [F:1][C:2]1[CH:3]=[C:4]([C:10]2[CH:11]=[CH:12][C:13]([CH2:14][OH:15])=[CH:16][CH:17]=2)[CH:5]=[C:6]([F:9])[C:7]=1[F:8]. (4) Given the reactants Cl[CH2:2][CH2:3][CH2:4][N:5]1[C:10]2[CH:11]=[CH:12][CH:13]=[CH:14][C:9]=2[O:8][CH2:7][C:6]1=[O:15].C([O-])([O-])=O.[K+].[K+].[Na+].[I-].[CH:24](=[C:28]1[CH2:33][CH2:32][NH:31][CH2:30][CH2:29]1)[CH2:25][CH2:26][CH3:27], predict the reaction product. The product is: [CH:24](=[C:28]1[CH2:33][CH2:32][N:31]([CH2:2][CH2:3][CH2:4][N:5]2[C:10]3[CH:11]=[CH:12][CH:13]=[CH:14][C:9]=3[O:8][CH2:7][C:6]2=[O:15])[CH2:30][CH2:29]1)[CH2:25][CH2:26][CH3:27]. (5) Given the reactants Cl[C:2]1[CH:7]=[C:6]([C:8]([F:11])([F:10])[F:9])[N:5]=[C:4]([C:12]2[CH:13]=[N:14][CH:15]=[CH:16][CH:17]=2)[N:3]=1.[NH2:18][C:19]1[CH:23]=[CH:22][NH:21][N:20]=1, predict the reaction product. The product is: [NH:21]1[CH:22]=[CH:23][C:19]([NH:18][C:2]2[CH:7]=[C:6]([C:8]([F:11])([F:10])[F:9])[N:5]=[C:4]([C:12]3[CH:13]=[N:14][CH:15]=[CH:16][CH:17]=3)[N:3]=2)=[N:20]1. (6) Given the reactants C(N=C=NC(C)C)(C)C.[C:10]1([CH2:16][SH:17])[CH:15]=[CH:14][CH:13]=[CH:12][CH:11]=1.C([O:22][C:23](=[O:36])[C@@H:24]([NH:29][C:30](=[O:35])[CH2:31][CH2:32][CH:33]=[CH2:34])[CH2:25][C:26](O)=[O:27])(C)(C)C.C(O)(=O)CCC=C.C(O)(C(F)(F)F)=O, predict the reaction product. The product is: [CH2:16]([S:17][C:26](=[O:27])[CH2:25][C@H:24]([NH:29][C:30](=[O:35])[CH2:31][CH2:32][CH:33]=[CH2:34])[C:23]([OH:36])=[O:22])[C:10]1[CH:15]=[CH:14][CH:13]=[CH:12][CH:11]=1. (7) Given the reactants [CH3:1][CH:2]([CH2:7][C:8]([O:10]C)=[O:9])[C:3]([O:5]C)=[O:4].[OH-].[Li+], predict the reaction product. The product is: [CH3:1][CH:2]([CH2:7][C:8]([OH:10])=[O:9])[C:3]([OH:5])=[O:4].